This data is from Forward reaction prediction with 1.9M reactions from USPTO patents (1976-2016). The task is: Predict the product of the given reaction. Given the reactants C([O:8][C:9]1[C:14]([CH:15]([C:17]2[CH:22]=[CH:21][C:20]([CH2:23][CH3:24])=[CH:19][CH:18]=2)O)=[CH:13][CH:12]=[CH:11][N:10]=1)C1C=CC=CC=1.Cl, predict the reaction product. The product is: [CH2:23]([C:20]1[CH:19]=[CH:18][C:17]([CH2:15][C:14]2[C:9]([OH:8])=[N:10][CH:11]=[CH:12][CH:13]=2)=[CH:22][CH:21]=1)[CH3:24].